From a dataset of Catalyst prediction with 721,799 reactions and 888 catalyst types from USPTO. Predict which catalyst facilitates the given reaction. Reactant: [C:1]([CH:4]1[C:8]2[CH:9]=[C:10]([C:13]3[C:21]4[C:16](=[CH:17][C:18]([F:22])=[CH:19][CH:20]=4)[N:15](C(OC(C)(C)C)=O)[CH:14]=3)[CH:11]=[CH:12][C:7]=2[S:6](=[O:31])(=[O:30])[NH:5]1)(=[O:3])[NH2:2].Cl.CCOC(C)=O. Product: [F:22][C:18]1[CH:17]=[C:16]2[C:21]([C:13]([C:10]3[CH:11]=[CH:12][C:7]4[S:6](=[O:31])(=[O:30])[NH:5][CH:4]([C:1]([NH2:2])=[O:3])[C:8]=4[CH:9]=3)=[CH:14][NH:15]2)=[CH:20][CH:19]=1. The catalyst class is: 25.